From a dataset of Catalyst prediction with 721,799 reactions and 888 catalyst types from USPTO. Predict which catalyst facilitates the given reaction. (1) Reactant: [Br:1][CH2:2][C:3]1[CH:11]=[CH:10][CH:9]=[C:8]2[C:4]=1[CH2:5][CH:6]([CH3:14])[CH:7]2OC.CC1C=CC(S(O)(=O)=O)=CC=1. Product: [Br:1][CH2:2][C:3]1[CH:11]=[CH:10][CH:9]=[C:8]2[C:4]=1[CH2:5][C:6]([CH3:14])=[CH:7]2. The catalyst class is: 11. (2) Reactant: [C:1]1([CH:7](Cl)[CH2:8][CH2:9][NH2:10])[CH:6]=[CH:5][CH:4]=[CH:3][CH:2]=1.BrN1C(=O)CC[C:14]1=O.C(OOC(=O)C1C=CC=CC=1)(=O)C1C=CC=CC=1.[Na].[C:39]1([CH3:46])[C:44]([OH:45])=[CH:43][CH:42]=[CH:41][CH:40]=1.CN. Product: [CH3:46][C:39]1[CH:40]=[CH:41][CH:42]=[CH:43][C:44]=1[O:45][C@@H:7]([C:1]1[CH:6]=[CH:5][CH:4]=[CH:3][CH:2]=1)[CH2:8][CH2:9][NH:10][CH3:14]. The catalyst class is: 53. (3) Reactant: C([O:8][C:9]1[CH:14]=[CH:13][C:12]([CH2:15][CH2:16][CH2:17][CH2:18][N:19]2[CH:23]=[CH:22][N:21]=[C:20]2[CH2:24][CH:25]([OH:28])[CH2:26][OH:27])=[CH:11][CH:10]=1)C1C=CC=CC=1. Product: [OH:8][C:9]1[CH:14]=[CH:13][C:12]([CH2:15][CH2:16][CH2:17][CH2:18][N:19]2[CH:23]=[CH:22][N:21]=[C:20]2[CH2:24][CH:25]([OH:28])[CH2:26][OH:27])=[CH:11][CH:10]=1. The catalyst class is: 719. (4) Reactant: [C:1]1([S:7]([N:10]2[C:14]3=[N:15][CH:16]=[CH:17][CH:18]=[C:13]3[CH:12]=[CH:11]2)(=[O:9])=[O:8])[CH:6]=[CH:5][CH:4]=[CH:3][CH:2]=1.C([N-]C(C)C)(C)C.[Li+].C([Li])CCC.CCCCCC.C(NC(C)C)(C)C.[O:45]1[CH2:49][CH2:48][CH2:47][CH:46]1[CH2:50][CH:51]=[O:52]. Product: [C:1]1([S:7]([N:10]2[C:14]3=[N:15][CH:16]=[CH:17][CH:18]=[C:13]3[CH:12]=[C:11]2[CH:51]([OH:52])[CH2:50][CH:46]2[CH2:47][CH2:48][CH2:49][O:45]2)(=[O:9])=[O:8])[CH:2]=[CH:3][CH:4]=[CH:5][CH:6]=1. The catalyst class is: 7. (5) Reactant: [Cl:1][C:2]1[C:3]([F:18])=[C:4]([C:9]2[CH:14]=[CH:13][C:12]([CH2:15][CH2:16][CH3:17])=[CH:11][CH:10]=2)[CH:5]=[CH:6][C:7]=1O.[C:19](=[O:22])([O-])[O-].[K+].[K+].O.[C:26]1([CH3:32])[CH:31]=[CH:30][CH:29]=[CH:28][CH:27]=1. Product: [Cl:1][C:2]1[C:3]([F:18])=[C:4]([C:9]2[CH:14]=[CH:13][C:12]([CH2:15][CH2:16][CH3:17])=[CH:11][CH:10]=2)[CH:5]=[CH:6][C:7]=1[O:22][CH2:19][C@H:29]1[CH2:30][CH2:31][C@H:26]([CH2:32][CH2:3][CH2:2][CH2:7][CH3:6])[CH2:27][CH2:28]1. The catalyst class is: 3. (6) The catalyst class is: 6. Reactant: [CH3:1][C:2]1[CH:3]=[CH:4][C:5]([OH:24])=[C:6]([C@@H:8]([C:18]2[CH:19]=[CH:20][CH:21]=[CH:22][CH:23]=2)[CH2:9][CH2:10][N:11]([CH:15]([CH3:17])[CH3:16])[CH:12]([CH3:14])[CH3:13])[CH:7]=1.C(O)(C(O)=O)C(O)C(O)=O. Product: [CH3:1][C:2]1[CH:3]=[CH:4][C:5]([OH:24])=[C:6]([C@@H:8]([C:18]2[CH:19]=[CH:20][CH:21]=[CH:22][CH:23]=2)[CH2:9][CH2:10][N:11]([CH:12]([CH3:14])[CH3:13])[CH:15]([CH3:16])[CH3:17])[CH:7]=1. (7) Reactant: C(OC(=O)[NH:7][CH:8]1[CH2:13][CH2:12][CH:11]([CH2:14][NH:15][C:16]2[C:21]([Br:22])=[CH:20][N:19]=[C:18]([NH:23][CH2:24][C:25]3[CH:30]=[CH:29][CH:28]=[CH:27][C:26]=3[O:31][C:32]([F:35])([F:34])[F:33])[N:17]=2)[CH2:10][CH2:9]1)(C)(C)C.C(O)(C(F)(F)F)=O. Product: [NH2:7][C@H:8]1[CH2:9][CH2:10][C@H:11]([CH2:14][NH:15][C:16]2[C:21]([Br:22])=[CH:20][N:19]=[C:18]([NH:23][CH2:24][C:25]3[CH:30]=[CH:29][CH:28]=[CH:27][C:26]=3[O:31][C:32]([F:33])([F:34])[F:35])[N:17]=2)[CH2:12][CH2:13]1. The catalyst class is: 2.